From a dataset of Forward reaction prediction with 1.9M reactions from USPTO patents (1976-2016). Predict the product of the given reaction. Given the reactants [Cl:1][C:2]1[CH:9]=[C:6]([CH:7]=O)[C:5]([OH:10])=[CH:4][CH:3]=1.[CH3:11][O:12][C:13]1[CH:26]=[CH:25][C:16]([NH:17][S:18]([CH2:21][C:22](O)=[O:23])(=[O:20])=[O:19])=[CH:15][CH:14]=1, predict the reaction product. The product is: [Cl:1][C:2]1[CH:9]=[C:6]2[C:5](=[CH:4][CH:3]=1)[O:10][C:22](=[O:23])[C:21]([S:18]([NH:17][C:16]1[CH:25]=[CH:26][C:13]([O:12][CH3:11])=[CH:14][CH:15]=1)(=[O:20])=[O:19])=[CH:7]2.